From a dataset of Catalyst prediction with 721,799 reactions and 888 catalyst types from USPTO. Predict which catalyst facilitates the given reaction. (1) Reactant: [F:1][C:2]1[CH:11]=[C:10]([F:12])[CH:9]=[C:8]2[C:3]=1[CH:4]=[CH:5][C:6](=[O:16])[N:7]2[CH2:13][CH:14]=O.[NH:17]1[CH2:22][CH2:21][CH:20]([NH:23][C:24](=[O:30])[O:25][C:26]([CH3:29])([CH3:28])[CH3:27])[CH2:19][CH2:18]1.[BH-](OC(C)=O)(OC(C)=O)OC(C)=O.[Na+]. Product: [F:1][C:2]1[CH:11]=[C:10]([F:12])[CH:9]=[C:8]2[C:3]=1[CH:4]=[CH:5][C:6](=[O:16])[N:7]2[CH2:13][CH2:14][N:17]1[CH2:18][CH2:19][CH:20]([NH:23][C:24](=[O:30])[O:25][C:26]([CH3:28])([CH3:27])[CH3:29])[CH2:21][CH2:22]1. The catalyst class is: 147. (2) Reactant: [C:1]([O:5][C:6](=[O:34])[C:7]1[CH:19]=[C:18]([O:20][CH2:21][CH2:22][CH2:23][CH2:24][CH2:25][CH2:26][CH2:27][CH2:28][CH2:29][C:30]([O:32]C)=[O:31])[CH:17]=[C:9]([C:10]([O:12][C:13]([CH3:16])([CH3:15])[CH3:14])=[O:11])[CH:8]=1)([CH3:4])([CH3:3])[CH3:2].[OH-].[Na+].CCOC(C)=O.Cl. Product: [C:1]([O:5][C:6](=[O:34])[C:7]1[CH:19]=[C:18]([O:20][CH2:21][CH2:22][CH2:23][CH2:24][CH2:25][CH2:26][CH2:27][CH2:28][CH2:29][C:30]([OH:32])=[O:31])[CH:17]=[C:9]([C:10]([O:12][C:13]([CH3:16])([CH3:15])[CH3:14])=[O:11])[CH:8]=1)([CH3:2])([CH3:3])[CH3:4]. The catalyst class is: 1. (3) The catalyst class is: 397. Reactant: O[CH2:2][C:3]1[CH:12]=[N:11][C:10]2[N:9]3[CH2:13][CH2:14][CH2:15][C@H:8]3[C:7](=[O:16])[NH:6][C:5]=2[CH:4]=1.Cl.[CH:18]1([NH:21][C:22](=[O:36])[C:23]2[CH:28]=[CH:27][C:26]([N:29]3[CH2:34][CH2:33][NH:32][CH2:31][CH2:30]3)=[C:25]([F:35])[CH:24]=2)[CH2:20][CH2:19]1.[I-].C(C[P+](C)(C)C)#N.C(N(CC)C(C)C)(C)C. Product: [CH:18]1([NH:21][C:22](=[O:36])[C:23]2[CH:28]=[CH:27][C:26]([N:29]3[CH2:34][CH2:33][N:32]([CH2:2][C:3]4[CH:12]=[N:11][C:10]5[N:9]6[CH2:13][CH2:14][CH2:15][C@H:8]6[C:7](=[O:16])[NH:6][C:5]=5[CH:4]=4)[CH2:31][CH2:30]3)=[C:25]([F:35])[CH:24]=2)[CH2:19][CH2:20]1. (4) Reactant: [O:1]=[C:2]([CH2:7][CH3:8])[C:3]([O:5][CH3:6])=[O:4].[BrH:9].BrBr. Product: [Br:9][CH:7]([CH3:8])[C:2](=[O:1])[C:3]([O:5][CH3:6])=[O:4]. The catalyst class is: 845. (5) Reactant: [NH2:1][C@H:2]([CH3:17])[C:3]([C:11]1[CH:16]=[CH:15][CH:14]=[CH:13][CH:12]=1)([C:5]1[CH:10]=[CH:9][CH:8]=[CH:7][CH:6]=1)[OH:4].[OH:18][C:19]1[CH:26]=[CH:25][C:24]([N+:27]([O-:29])=[O:28])=[CH:23][C:20]=1[CH:21]=O. Product: [N+:27]([C:24]1[CH:23]=[C:20]([CH:21]=[N:1][C@H:2]([CH3:17])[C:3]([C:11]2[CH:16]=[CH:15][CH:14]=[CH:13][CH:12]=2)([C:5]2[CH:10]=[CH:9][CH:8]=[CH:7][CH:6]=2)[OH:4])[C:19]([OH:18])=[CH:26][CH:25]=1)([O-:29])=[O:28]. The catalyst class is: 5. (6) Reactant: [F:1][C:2]1[C:37]([F:38])=[CH:36][CH:35]=[CH:34][C:3]=1[CH2:4][S:5][C:6]1[N:11]=[C:10]([NH:12][S:13]([C:16]2[CH:25]=[C:24]3[C:19]([CH2:20][CH2:21][N:22](C(=O)C(F)(F)F)[CH2:23]3)=[CH:18][CH:17]=2)(=[O:15])=[O:14])[CH:9]=[C:8]([O:32][CH3:33])[N:7]=1.N. Product: [F:1][C:2]1[C:37]([F:38])=[CH:36][CH:35]=[CH:34][C:3]=1[CH2:4][S:5][C:6]1[N:11]=[C:10]([NH:12][S:13]([C:16]2[CH:25]=[C:24]3[C:19]([CH2:20][CH2:21][NH:22][CH2:23]3)=[CH:18][CH:17]=2)(=[O:15])=[O:14])[CH:9]=[C:8]([O:32][CH3:33])[N:7]=1. The catalyst class is: 5. (7) Reactant: [NH2:1][C:2]([C:4]1[NH:8][CH:7]=[C:6]([C:9]([O:11][CH2:12][CH3:13])=[O:10])[C:5]=1[C:14]1[CH:19]=[CH:18][C:17]([N+:20]([O-:22])=[O:21])=[C:16]([F:23])[CH:15]=1)=O. Product: [C:2]([C:4]1[NH:8][CH:7]=[C:6]([C:9]([O:11][CH2:12][CH3:13])=[O:10])[C:5]=1[C:14]1[CH:19]=[CH:18][C:17]([N+:20]([O-:22])=[O:21])=[C:16]([F:23])[CH:15]=1)#[N:1]. The catalyst class is: 265. (8) Reactant: [Br:1][C:2]1[C:7]([CH:8]=[O:9])=[C:6]([F:10])[C:5]([OH:11])=[CH:4][CH:3]=1.[CH2:12](O)[CH2:13][OH:14].C1(C)C=CC(S(O)(=O)=O)=CC=1.C(=O)(O)[O-].[Na+]. Product: [Br:1][C:2]1[CH:3]=[CH:4][C:5]([OH:11])=[C:6]([F:10])[C:7]=1[CH:8]1[O:14][CH2:13][CH2:12][O:9]1. The catalyst class is: 11. (9) Reactant: [C:1]([O:5][C:6](=[O:36])[NH:7][C@@H:8]1[C@@H:13]([OH:14])[C@H:12]([CH2:15][C:16]2[CH:21]=[C:20]([O:22][C@H:23]([CH2:28][O:29][CH3:30])[C:24]([F:27])([F:26])[F:25])[C:19]([N+:31]([O-])=O)=[C:18]([F:34])[CH:17]=2)[CH2:11][S@@:10](=[O:35])[CH2:9]1)([CH3:4])([CH3:3])[CH3:2]. Product: [C:1]([O:5][C:6](=[O:36])[NH:7][C@@H:8]1[C@@H:13]([OH:14])[C@H:12]([CH2:15][C:16]2[CH:21]=[C:20]([O:22][C@H:23]([CH2:28][O:29][CH3:30])[C:24]([F:25])([F:27])[F:26])[C:19]([NH2:31])=[C:18]([F:34])[CH:17]=2)[CH2:11][S@@:10](=[O:35])[CH2:9]1)([CH3:4])([CH3:2])[CH3:3]. The catalyst class is: 25. (10) Reactant: [Cl:1][C:2]1[CH:3]=[CH:4][C:5]([CH:19]=O)=[C:6]([N:8]2[CH2:13][CH2:12][CH:11]([C:14]([O:16][CH2:17][CH3:18])=[O:15])[CH2:10][CH2:9]2)[CH:7]=1.[N:21]1([C:27]([O:29][C:30]([CH3:33])([CH3:32])[CH3:31])=[O:28])[CH2:26][CH2:25][NH:24][CH2:23][CH2:22]1.ClCCCl.[BH-](OC(C)=O)(OC(C)=O)OC(C)=O.[Na+]. Product: [Cl:1][C:2]1[CH:3]=[CH:4][C:5]([CH2:19][N:24]2[CH2:23][CH2:22][N:21]([C:27]([O:29][C:30]([CH3:33])([CH3:32])[CH3:31])=[O:28])[CH2:26][CH2:25]2)=[C:6]([N:8]2[CH2:9][CH2:10][CH:11]([C:14]([O:16][CH2:17][CH3:18])=[O:15])[CH2:12][CH2:13]2)[CH:7]=1. The catalyst class is: 6.